This data is from Full USPTO retrosynthesis dataset with 1.9M reactions from patents (1976-2016). The task is: Predict the reactants needed to synthesize the given product. (1) The reactants are: [C:1]([NH:4][C@H:5]([CH2:11][C:12]1[CH:17]=[CH:16][CH:15]=[C:14]([C:18]#[N:19])[CH:13]=1)[C:6](OCC)=[O:7])(=[O:3])[CH3:2].[BH4-].[Na+]. Given the product [OH:7][CH2:6][C@H:5]([NH:4][C:1](=[O:3])[CH3:2])[CH2:11][C:12]1[CH:17]=[CH:16][CH:15]=[C:14]([C:18]#[N:19])[CH:13]=1, predict the reactants needed to synthesize it. (2) Given the product [F:27][C@H:28]1[C@H:33]([O:26][C:19]2[CH:20]=[CH:21][CH:22]=[C:23]3[C:18]=2[N:17]=[C:16]([C:13]2[N:10]4[CH:11]=[CH:12][C:7]([C:3]5[CH:2]=[N:1][CH:6]=[CH:5][CH:4]=5)=[CH:8][C:9]4=[N:15][CH:14]=2)[CH:25]=[CH:24]3)[CH2:32][CH2:31][N:30]([C:39]([O:41][C:42]([CH3:45])([CH3:44])[CH3:43])=[O:40])[CH2:29]1, predict the reactants needed to synthesize it. The reactants are: [N:1]1[CH:6]=[CH:5][CH:4]=[C:3]([C:7]2[CH:12]=[CH:11][N:10]3[C:13]([C:16]4[CH:25]=[CH:24][C:23]5[C:18](=[C:19]([OH:26])[CH:20]=[CH:21][CH:22]=5)[N:17]=4)=[CH:14][N:15]=[C:9]3[CH:8]=2)[CH:2]=1.[F:27][C@H:28]1[C@@H:33](OS(C)(=O)=O)[CH2:32][CH2:31][N:30]([C:39]([O:41][C:42]([CH3:45])([CH3:44])[CH3:43])=[O:40])[CH2:29]1.C([O-])([O-])=O.[Cs+].[Cs+].CC(N(C)C)=O. (3) Given the product [OH:1][C@@:2]1([C:9]#[C:10][C:11]2[CH:12]=[C:13]([N:17]3[C:25]4[CH2:24][CH2:23][N:22]([C:26]5[N:31]=[CH:30][CH:29]=[CH:28][N:27]=5)[CH2:21][C:20]=4[C:19]([C:32]([NH2:37])=[O:34])=[N:18]3)[CH:14]=[CH:15][CH:16]=2)[CH2:6][CH2:5][N:4]([CH3:7])[C:3]1=[O:8], predict the reactants needed to synthesize it. The reactants are: [OH:1][C@@:2]1([C:9]#[C:10][C:11]2[CH:12]=[C:13]([N:17]3[C:25]4[CH2:24][CH2:23][N:22]([C:26]5[N:31]=[CH:30][CH:29]=[CH:28][N:27]=5)[CH2:21][C:20]=4[C:19]([C:32]([O:34]CC)=O)=[N:18]3)[CH:14]=[CH:15][CH:16]=2)[CH2:6][CH2:5][N:4]([CH3:7])[C:3]1=[O:8].[NH3:37]. (4) Given the product [CH:2]([C:3]1[NH:30][N:29]=[C:15]([C:11]([F:14])([F:13])[F:12])[CH:4]=1)([CH3:5])[CH3:1], predict the reactants needed to synthesize it. The reactants are: [CH3:1][CH:2]([CH3:5])[C:3]#[CH:4].[Li]CCCC.[C:11]([C:15](OCC)=O)([F:14])([F:13])[F:12].B(F)(F)F.O(CC)CC.[NH2:29][NH2:30]. (5) Given the product [Cl:1][C:2]1[CH:7]=[C:6]([C:8]2[N:9]=[C:10]([N:25]3[CH2:26][CH2:27][CH:28]([OH:29])[CH:23]([CH2:22][OH:21])[CH2:24]3)[C:11]3[C:17]([O:18][CH3:19])=[CH:16][N:15]=[CH:14][C:12]=3[N:13]=2)[CH:5]=[CH:4][N:3]=1, predict the reactants needed to synthesize it. The reactants are: [Cl:1][C:2]1[CH:7]=[C:6]([C:8]2[N:9]=[C:10](O)[C:11]3[C:17]([O:18][CH3:19])=[CH:16][N:15]=[CH:14][C:12]=3[N:13]=2)[CH:5]=[CH:4][N:3]=1.[OH:21][CH2:22][CH:23]1[CH:28]([OH:29])[CH2:27][CH2:26][NH:25][CH2:24]1.C(OC(N1CCN(C2C3C(C4CC4)=CN=CC=3N=C(C3C=CN=C(Cl)C=3)N=2)CC1)=O)(C)(C)C. (6) Given the product [NH2:9][C:3]1[N:4]=[CH:5][N:6]=[C:7]([NH:10][CH2:11][C@@H:12]2[CH2:17][CH2:16][N:15]([C:18](=[O:20])[CH:41]=[CH2:42])[CH2:14][C@H:13]2[OH:25])[C:2]=1[C:36]1[CH:35]=[N:34][N:33]([CH2:26][C:27]2[CH:32]=[CH:31][CH:30]=[CH:29][CH:28]=2)[CH:37]=1, predict the reactants needed to synthesize it. The reactants are: Cl[C:2]1[C:3]([NH2:9])=[N:4][CH:5]=[N:6][C:7]=1Cl.[NH2:10][CH2:11][C@@H:12]1[CH2:17][CH2:16][N:15]([C:18]([O:20]C(C)(C)C)=O)[CH2:14][C@H:13]1[OH:25].[CH2:26]([N:33]1[CH:37]=[C:36](B(O)O)[CH:35]=[N:34]1)[C:27]1[CH:32]=[CH:31][CH:30]=[CH:29][CH:28]=1.[C:41](O)(=O)[CH:42]=C. (7) The reactants are: [N:1]1[CH:6]=[CH:5][CH:4]=[C:3]([C:7]2[CH:11]=[C:10]([C:12]([F:15])([F:14])[F:13])[N:9]([C:16]3[N:21]=[N:20][C:19]([NH2:22])=[CH:18][CH:17]=3)[N:8]=2)[CH:2]=1.C(N(CC)C(C)C)(C)C.[Cl:32][C:33]1[CH:38]=[C:37]([C:39](Cl)=[O:40])[CH:36]=[CH:35][N:34]=1.C(=O)(O)[O-].[Na+]. Given the product [N:1]1[CH:6]=[CH:5][CH:4]=[C:3]([C:7]2[CH:11]=[C:10]([C:12]([F:15])([F:13])[F:14])[N:9]([C:16]3[N:21]=[N:20][C:19]([NH2:22])=[CH:18][CH:17]=3)[N:8]=2)[CH:2]=1.[Cl:32][C:33]1[CH:38]=[C:37]([CH:36]=[CH:35][N:34]=1)[C:39]([NH:22][C:19]1[N:20]=[N:21][C:16]([N:9]2[C:10]([C:12]([F:15])([F:13])[F:14])=[CH:11][C:7]([C:3]3[CH:2]=[N:1][CH:6]=[CH:5][CH:4]=3)=[N:8]2)=[CH:17][CH:18]=1)=[O:40], predict the reactants needed to synthesize it. (8) Given the product [CH3:22][O:21][CH2:20][C@@:17]12[C@@H:16]3[C@H:7]([C@H:8]4[C@@:12]([CH2:14][CH2:15]3)([CH3:13])[C:11](=[O:23])[CH2:10][CH2:9]4)[CH2:6][CH2:5][C@H:4]1[CH2:3][C@H:2]([O:1][CH2:24][O:25][CH3:26])[CH2:19][CH2:18]2, predict the reactants needed to synthesize it. The reactants are: [OH:1][C@@H:2]1[CH2:19][CH2:18][C@@:17]2([CH2:20][O:21][CH3:22])[C@@H:4]([CH2:5][CH2:6][C@@H:7]3[C@@H:16]2[CH2:15][CH2:14][C@@:12]2([CH3:13])[C@H:8]3[CH2:9][CH2:10][C:11]2=[O:23])[CH2:3]1.[CH3:24][O:25][CH2:26]Cl.C(N(CC)C(C)C)(C)C.O.